From a dataset of Catalyst prediction with 721,799 reactions and 888 catalyst types from USPTO. Predict which catalyst facilitates the given reaction. (1) Reactant: S(Cl)([Cl:4])(=O)=O.[CH2:6]([O:8][C:9](=[O:16])[CH2:10][C:11]([CH:13]1[CH2:15][CH2:14]1)=[O:12])[CH3:7]. Product: [Cl:4][CH:10]([C:11]([CH:13]1[CH2:15][CH2:14]1)=[O:12])[C:9]([O:8][CH2:6][CH3:7])=[O:16]. The catalyst class is: 4. (2) Reactant: [CH:1]([N:14]1[CH2:17][CH:16]([C:18](O)=[O:19])[CH2:15]1)([C:8]1[CH:13]=[CH:12][CH:11]=[CH:10][CH:9]=1)[C:2]1[CH:7]=[CH:6][CH:5]=[CH:4][CH:3]=1.CN([P+](O[N:39]1N=[N:39][C:34]2[CH:35]=[CH:36][CH:36]=[CH:35][C:34]1=2)(N(C)C)N(C)C)C.F[P-](F)(F)(F)(F)F.Cl.N1CCC1.[OH-].[Na+]. Product: [N:39]1([C:18]([CH:16]2[CH2:17][N:14]([CH:1]([C:2]3[CH:7]=[CH:6][CH:5]=[CH:4][CH:3]=3)[C:8]3[CH:9]=[CH:10][CH:11]=[CH:12][CH:13]=3)[CH2:15]2)=[O:19])[CH2:36][CH2:35][CH2:34]1. The catalyst class is: 289. (3) Reactant: [CH2:1]([O:3][C:4]1[CH:5]=[CH:6][C:7]2[C:11]([CH:12]=1)=[N:10][N:9]([C:13]1[CH:30]=[CH:29][C:16]([O:17][CH2:18][C@@H:19]([NH:21][C:22](=O)[O:23]C(C)(C)C)[CH3:20])=[CH:15][C:14]=1[F:31])[CH:8]=2)[CH3:2].Cl.[C:33](OCC)(=O)C. Product: [OH2:3].[CH2:1]([O:3][C:4]1[CH:5]=[CH:6][C:7]2[C:11]([CH:12]=1)=[N:10][N:9]([C:13]1[CH:30]=[CH:29][C:16]([O:17][CH2:18][C@@H:19]([NH:21][C:22](=[O:23])[CH3:33])[CH3:20])=[CH:15][C:14]=1[F:31])[CH:8]=2)[CH3:2]. The catalyst class is: 13.